This data is from Full USPTO retrosynthesis dataset with 1.9M reactions from patents (1976-2016). The task is: Predict the reactants needed to synthesize the given product. (1) Given the product [NH2:29][C:27]1[N:26]([CH3:25])[C:30](=[O:33])[C:10]([C:7]2[CH:8]=[CH:9][C:4]([O:3][CH:2]([F:1])[F:23])=[C:5]([CH2:20][CH2:21][OH:22])[CH:6]=2)([C:11]2[CH:13]=[CH:18][CH:17]=[CH:16][CH:15]=2)[N:28]=1, predict the reactants needed to synthesize it. The reactants are: [F:1][CH:2]([F:23])[O:3][C:4]1[CH:9]=[CH:8][C:7]([C:10](=O)[C:11]([C:13]2[CH:18]=[CH:17][CH:16]=[CH:15]C=2)=O)=[CH:6][C:5]=1[CH2:20][CH2:21][OH:22].Cl.[CH3:25][NH:26][C:27]([NH2:29])=[NH:28].[C:30]([O-:33])([O-])=O.[Na+].[Na+]. (2) Given the product [CH:36]1([NH:38][C:25]([CH:23]2[CH2:22][N:21]([C:18]3[CH:19]=[CH:20][C:15]([C:12]4[CH2:11][C:10]([C:4]5[CH:5]=[C:6]([Cl:9])[C:7]([Cl:8])=[C:2]([Cl:1])[CH:3]=5)([C:28]([F:30])([F:31])[F:29])[O:14][N:13]=4)=[CH:16][CH:17]=3)[CH2:24]2)=[O:27])[CH2:37][CH2:35]1, predict the reactants needed to synthesize it. The reactants are: [Cl:1][C:2]1[CH:3]=[C:4]([C:10]2([C:28]([F:31])([F:30])[F:29])[O:14][N:13]=[C:12]([C:15]3[CH:20]=[CH:19][C:18]([N:21]4[CH2:24][CH:23]([C:25]([OH:27])=O)[CH2:22]4)=[CH:17][CH:16]=3)[CH2:11]2)[CH:5]=[C:6]([Cl:9])[C:7]=1[Cl:8].C1C=C[C:35]2N(O)N=[N:38][C:36]=2[CH:37]=1.CCN(C(C)C)C(C)C.CCN=C=NCCCN(C)C.Cl.Cl.C1(N)CC1. (3) Given the product [NH:27]1[CH:26]=[C:25]([C:2]2[CH:7]=[C:6]([O:8][C:9]3[CH:14]=[CH:13][C:12]([NH2:15])=[C:11]([F:16])[CH:10]=3)[CH:5]=[CH:4][N:3]=2)[CH:29]=[N:28]1, predict the reactants needed to synthesize it. The reactants are: Cl[C:2]1[CH:7]=[C:6]([O:8][C:9]2[CH:14]=[CH:13][C:12]([NH2:15])=[C:11]([F:16])[CH:10]=2)[CH:5]=[CH:4][N:3]=1.CC1(C)C(C)(C)OB([C:25]2[CH:26]=[N:27][NH:28][CH:29]=2)O1.C([O-])([O-])=O.[Cs+].[Cs+]. (4) Given the product [Si:1]([O:8][CH2:9][C@H:10]1[O:18][C@H:17]2[C@H:13]([N:14]=[C:15]([N:19]([CH3:27])[C:20](=[O:26])[O:21][C:22]([CH3:24])([CH3:23])[CH3:25])[S:16]2)[C@@H:12]([F:28])[C:11]1=[O:29])([C:4]([CH3:7])([CH3:5])[CH3:6])([CH3:3])[CH3:2], predict the reactants needed to synthesize it. The reactants are: [Si:1]([O:8][CH2:9][C@H:10]1[O:18][C@H:17]2[C@H:13]([N:14]=[C:15]([N:19]([CH3:27])[C:20](=[O:26])[O:21][C:22]([CH3:25])([CH3:24])[CH3:23])[S:16]2)[C@@H:12]([F:28])[C@@H:11]1[OH:29])([C:4]([CH3:7])([CH3:6])[CH3:5])([CH3:3])[CH3:2]. (5) Given the product [CH2:11]1[C:12]2[C:17](=[CH:16][CH:15]=[CH:14][CH:13]=2)[CH2:18][CH:10]1[NH:9][C:5](=[O:7])[CH3:6], predict the reactants needed to synthesize it. The reactants are: C(O[C:5](=[O:7])[CH3:6])(=O)C.Cl.[NH2:9][CH:10]1[CH2:18][C:17]2[C:12](=[CH:13][CH:14]=[CH:15][CH:16]=2)[CH2:11]1.C(OCC)(=O)C. (6) Given the product [CH3:16][O:15][C:10]1[CH:11]=[C:12]2[C:7](=[CH:8][C:9]=1[N+:17]([O-:19])=[O:18])[N:6]1[C:2]([C:26]3[S:25][CH:29]=[CH:28][CH:27]=3)=[N:3][C:4]([C:20]([O:22][CH2:23][CH3:24])=[O:21])=[C:5]1[CH2:14][CH2:13]2, predict the reactants needed to synthesize it. The reactants are: Br[C:2]1[N:6]2[C:7]3[C:12]([CH2:13][CH2:14][C:5]2=[C:4]([C:20]([O:22][CH2:23][CH3:24])=[O:21])[N:3]=1)=[CH:11][C:10]([O:15][CH3:16])=[C:9]([N+:17]([O-:19])=[O:18])[CH:8]=3.[S:25]1[CH:29]=[CH:28][CH:27]=[C:26]1B(O)O.C([O-])([O-])=O.[K+].[K+]. (7) Given the product [C:22]([C:17]1[CH:16]=[CH:15][C:13]2=[CH:14][C:2]([CH3:21])([CH3:1])[C:3]3[C:11]([CH2:10][C:9]4[C:4]=3[CH2:5][CH2:6][C:7]([CH3:20])([CH3:19])[CH:8]=4)=[C:12]2[CH:18]=1)([CH3:25])([CH3:24])[CH3:23], predict the reactants needed to synthesize it. The reactants are: [CH3:1][C:2]1([CH3:21])[CH:14]=[C:13]2[CH:15]=[CH:16][CH:17]=[CH:18][C:12]2=[C:11]2[C:3]1=[C:4]1[C:9]([CH2:10]2)=[CH:8][C:7]([CH3:20])([CH3:19])[CH2:6][CH2:5]1.[C:22]([C:22]1([CH3:25])[C:24](O)=[C:23]([C:22](C)([CH3:25])[CH3:24])C=C[CH2:23]1)([CH3:25])([CH3:24])[CH3:23].[Cl-].[Al+3].[Cl-].[Cl-].C(O)C. (8) Given the product [CH3:24][O:23][C:21]1[CH:20]=[CH:19][C:17]2[NH:18][C:14]([CH:12]([SH:13])[C:9]3[CH:10]=[CH:11][C:6]([C:5]([OH:25])=[O:4])=[CH:7][CH:8]=3)=[N:15][C:16]=2[CH:22]=1, predict the reactants needed to synthesize it. The reactants are: [Li+].[OH-].C[O:4][C:5](=[O:25])[C:6]1[CH:11]=[CH:10][C:9]([CH:12]([C:14]2[NH:18][C:17]3[CH:19]=[CH:20][C:21]([O:23][CH3:24])=[CH:22][C:16]=3[N:15]=2)[SH:13])=[CH:8][CH:7]=1.Cl. (9) Given the product [S:1]1[C:5]([C:13]2([OH:16])[CH2:14][CH2:15][C:10]3([O:9][CH2:8][CH2:7][O:6]3)[CH2:11][CH2:12]2)=[CH:4][CH:3]=[N:2]1, predict the reactants needed to synthesize it. The reactants are: [S:1]1[CH:5]=[CH:4][CH:3]=[N:2]1.[O:6]1[C:10]2([CH2:15][CH2:14][C:13](=[O:16])[CH2:12][CH2:11]2)[O:9][CH2:8][CH2:7]1.